The task is: Predict the reactants needed to synthesize the given product.. This data is from Full USPTO retrosynthesis dataset with 1.9M reactions from patents (1976-2016). Given the product [C:3]1([O:4][CH3:9])[C:1](=[CH:8][CH:7]=[CH:6][CH:5]=1)[OH:2], predict the reactants needed to synthesize it. The reactants are: [C:1]1([C:3](=[CH:5][CH:6]=[CH:7][CH:8]=1)[OH:4])[OH:2].[CH3:9]O.